From a dataset of Catalyst prediction with 721,799 reactions and 888 catalyst types from USPTO. Predict which catalyst facilitates the given reaction. (1) Reactant: C([O:3][C:4](=[O:45])[CH:5]([C:10]1[CH:11]=[C:12]([C:35]2[CH:40]=[CH:39][C:38]([C:41]([F:44])([F:43])[F:42])=[CH:37][CH:36]=2)[CH:13]=[C:14]([CH:16]2[CH2:21][CH2:20][CH2:19][CH:18]([C:22]([F:25])([F:24])[F:23])[N:17]2[CH2:26][C:27]2[CH:32]=[CH:31][C:30]([O:33][CH3:34])=[CH:29][CH:28]=2)[CH:15]=1)[CH2:6][CH:7]([CH3:9])[CH3:8])C.[OH-].[K+]. Product: [CH3:34][O:33][C:30]1[CH:29]=[CH:28][C:27]([CH2:26][N:17]2[CH:18]([C:22]([F:24])([F:23])[F:25])[CH2:19][CH2:20][CH2:21][CH:16]2[C:14]2[CH:15]=[C:10]([CH:5]([CH2:6][CH:7]([CH3:8])[CH3:9])[C:4]([OH:45])=[O:3])[CH:11]=[C:12]([C:35]3[CH:40]=[CH:39][C:38]([C:41]([F:43])([F:44])[F:42])=[CH:37][CH:36]=3)[CH:13]=2)=[CH:32][CH:31]=1. The catalyst class is: 14. (2) Reactant: [C:1]([O:5][C:6](=[O:37])[NH:7][CH2:8][CH:9]([C:30]1[CH:35]=[CH:34][CH:33]=[C:32]([NH2:36])[CH:31]=1)[NH:10][C:11]([C:13]1[S:29][C:16]2=[N:17][C:18]3[CH2:19][CH2:20][CH:21]([C:25]([CH3:28])([CH3:27])[CH3:26])[CH2:22][C:23]=3[CH:24]=[C:15]2[CH:14]=1)=[O:12])([CH3:4])([CH3:3])[CH3:2].C(N(CC)CC)C.[C:45](Cl)(=[O:47])[CH3:46]. Product: [C:1]([O:5][C:6](=[O:37])[NH:7][CH2:8][CH:9]([C:30]1[CH:35]=[CH:34][CH:33]=[C:32]([NH:36][C:45](=[O:47])[CH3:46])[CH:31]=1)[NH:10][C:11]([C:13]1[S:29][C:16]2=[N:17][C:18]3[CH2:19][CH2:20][CH:21]([C:25]([CH3:28])([CH3:27])[CH3:26])[CH2:22][C:23]=3[CH:24]=[C:15]2[CH:14]=1)=[O:12])([CH3:2])([CH3:3])[CH3:4]. The catalyst class is: 2. (3) Reactant: ClC(Cl)(Cl)COC(=O)[NH:6][C:7]1[CH:12]=[CH:11][C:10]([S:13][C:14]2[CH:19]=[CH:18][C:17]([C:20](=[O:30])[NH:21][CH2:22][CH2:23][C:24]3[CH:29]=[CH:28][CH:27]=[CH:26][CH:25]=3)=[CH:16][C:15]=2[NH:31][C:32]2[C:33]3[CH:41]=[CH:40][C:39]([CH:42]([CH3:44])[CH3:43])=[N:38][C:34]=3[N:35]=[CH:36][N:37]=2)=[CH:9][CH:8]=1.[OH-].[Na+].Cl. Product: [NH2:6][C:7]1[CH:8]=[CH:9][C:10]([S:13][C:14]2[CH:19]=[CH:18][C:17]([C:20]([NH:21][CH2:22][CH2:23][C:24]3[CH:25]=[CH:26][CH:27]=[CH:28][CH:29]=3)=[O:30])=[CH:16][C:15]=2[NH:31][C:32]2[C:33]3[CH:41]=[CH:40][C:39]([CH:42]([CH3:44])[CH3:43])=[N:38][C:34]=3[N:35]=[CH:36][N:37]=2)=[CH:11][CH:12]=1. The catalyst class is: 30.